From a dataset of Blood-brain barrier permeability classification from the B3DB database. Regression/Classification. Given a drug SMILES string, predict its absorption, distribution, metabolism, or excretion properties. Task type varies by dataset: regression for continuous measurements (e.g., permeability, clearance, half-life) or binary classification for categorical outcomes (e.g., BBB penetration, CYP inhibition). Dataset: b3db_classification. (1) The drug is CC(=O)OCC1=C(C(=O)O)N2C(=O)[C@@H](NC(=O)[C@H](N)c3ccccc3)[C@H]2SC1. The result is 0 (does not penetrate BBB). (2) The molecule is COc1ccc(CCN2CCN(c3cccc(Cl)c3)CC2)cc1OC. The result is 1 (penetrates BBB). (3) The drug is CC(=O)NC1C(N=C(N)N)C=C(C(=O)O)OC1C(O)C(O)CO. The result is 0 (does not penetrate BBB). (4) The molecule is CC(C)N1CCN(c2ccc(I)cc2)CC1. The result is 1 (penetrates BBB). (5) The drug is CC1(c2ccccc2)O[C@@H]2C[C@H]3[C@@H]4CCC5=CC(=O)C=C[C@]5(C)[C@@]4(F)[C@@H](O)C[C@]3(C)[C@]2(C(=O)CO)O1. The result is 1 (penetrates BBB).